Dataset: Rat liver microsome stability data. Task: Regression/Classification. Given a drug SMILES string, predict its absorption, distribution, metabolism, or excretion properties. Task type varies by dataset: regression for continuous measurements (e.g., permeability, clearance, half-life) or binary classification for categorical outcomes (e.g., BBB penetration, CYP inhibition). Dataset: rlm. (1) The molecule is COc1cccc(NCCC2(c3ccccc3)CC(C)(C)OC(C)(C)C2)c1. The result is 1 (stable in rat liver microsomes). (2) The drug is Fc1ccc(C(c2nnnn2Cc2ccccc2)N2CCCN(C3CCC3)CC2)cc1. The result is 1 (stable in rat liver microsomes). (3) The molecule is C1=CCOCc2cc(ccc2OCCN2CCCC2)Nc2nccc(n2)-c2ccc(o2)COC1. The result is 0 (unstable in rat liver microsomes). (4) The compound is CC(C)n1c(=O)c(C(=O)N[C@H]2C[C@H]3CC[C@@H](C2)N3C[C@H](O)CN(C)S(C)(=O)=O)cc2ccccc21. The result is 0 (unstable in rat liver microsomes). (5) The result is 1 (stable in rat liver microsomes). The compound is Cc1cccc(-n2cnc3cc(C(=O)N4CCCC(C)(C)C4)ccc32)c1. (6) The molecule is COc1ccccc1S(=O)(=O)Nc1ccc2c(c1)CN(C)C(=O)N2. The result is 0 (unstable in rat liver microsomes). (7) The molecule is Cc1c2c(n3c1CCCNCC(C)(C)CNc1cc-3ccc1C(N)=O)CC(C)(C)CC2=O. The result is 1 (stable in rat liver microsomes).